Dataset: Reaction yield outcomes from USPTO patents with 853,638 reactions. Task: Predict the reaction yield, written as a fraction of the theoretical maximum amount of product (1.0 means a 100% yield; for example, 0.34 means a 34% yield). (1) The reactants are [Br:1][C:2]1[CH:7]=[CH:6][C:5]([NH:8][C:9]2[C:10]([CH2:25][OH:26])=[CH:11][C:12]3[N:16]([CH2:17][CH2:18][S:19]([CH3:22])(=[O:21])=[O:20])[CH:15]=[N:14][C:13]=3[C:23]=2[F:24])=[C:4]([Cl:27])[CH:3]=1.CC(C)=O. The catalyst is C1COCC1.O=[Mn]=O. The product is [Br:1][C:2]1[CH:7]=[CH:6][C:5]([NH:8][C:9]2[C:10]([CH:25]=[O:26])=[CH:11][C:12]3[N:16]([CH2:17][CH2:18][S:19]([CH3:22])(=[O:21])=[O:20])[CH:15]=[N:14][C:13]=3[C:23]=2[F:24])=[C:4]([Cl:27])[CH:3]=1. The yield is 0.820. (2) The reactants are [CH2:1]([O:3][C:4]1[CH:5]=[C:6]([O:17][C:18]2[CH:19]=[N:20][C:21]([S:24]([CH3:27])(=[O:26])=[O:25])=[CH:22][CH:23]=2)[CH:7]=[C:8]2[C:12]=1[NH:11][C:10]([C:13]([O:15]C)=[O:14])=[CH:9]2)[CH3:2].O1CCCC1.CO.[OH-].[K+]. The catalyst is O. The product is [CH2:1]([O:3][C:4]1[CH:5]=[C:6]([O:17][C:18]2[CH:19]=[N:20][C:21]([S:24]([CH3:27])(=[O:26])=[O:25])=[CH:22][CH:23]=2)[CH:7]=[C:8]2[C:12]=1[NH:11][C:10]([C:13]([OH:15])=[O:14])=[CH:9]2)[CH3:2]. The yield is 0.880. (3) The reactants are [C:1]([O:4][C@@H:5]([C@:16]12[CH2:51][C:50](=[O:52])[C:49]([CH:53]([CH3:55])[CH3:54])=[C:17]1[C@@H:18]1[C@@:31]([CH3:34])([CH2:32][CH2:33]2)[C@@:30]2([CH3:35])[C@@H:21]([C@:22]3([CH3:48])[C@@H:27]([CH2:28][CH2:29]2)[C:26]([CH3:37])([CH3:36])[C@@H:25]([O:38][C:39](=[O:47])[CH2:40][C:41]([CH3:46])([CH3:45])[C:42]([OH:44])=[O:43])[CH2:24][CH2:23]3)[CH2:20][CH2:19]1)[CH2:6][NH:7][CH2:8][C:9]1[CH:14]=[CH:13][C:12]([Cl:15])=[CH:11][CH:10]=1)(=[O:3])[CH3:2].C=O.[BH3-][C:59]#N.[Na+]. The catalyst is CO. The product is [C:1]([O:4][C@@H:5]([C@:16]12[CH2:51][C:50](=[O:52])[C:49]([CH:53]([CH3:55])[CH3:54])=[C:17]1[C@@H:18]1[C@@:31]([CH3:34])([CH2:32][CH2:33]2)[C@@:30]2([CH3:35])[C@@H:21]([C@:22]3([CH3:48])[C@@H:27]([CH2:28][CH2:29]2)[C:26]([CH3:37])([CH3:36])[C@@H:25]([O:38][C:39](=[O:47])[CH2:40][C:41]([CH3:45])([CH3:46])[C:42]([OH:44])=[O:43])[CH2:24][CH2:23]3)[CH2:20][CH2:19]1)[CH2:6][N:7]([CH2:8][C:9]1[CH:10]=[CH:11][C:12]([Cl:15])=[CH:13][CH:14]=1)[CH3:59])(=[O:3])[CH3:2]. The yield is 0.650. (4) The reactants are [C:1]([C:3]1[CH:4]=[CH:5][C:6]([C:9]([OH:11])=[O:10])=[N:7][CH:8]=1)#[N:2].[NH2:12][OH:13]. The product is [OH:13][N:12]=[C:1]([C:3]1[CH:4]=[CH:5][C:6]([C:9]([OH:11])=[O:10])=[N:7][CH:8]=1)[NH2:2]. The catalyst is C(O)C. The yield is 0.890.